Binary Classification. Given a drug SMILES string, predict its activity (active/inactive) in a high-throughput screening assay against a specified biological target. From a dataset of Serine/threonine kinase 33 screen with 319,792 compounds. (1) The drug is S=C(Nc1c(F)cccc1)N\N=C\c1oc([N+]([O-])=O)cc1. The result is 0 (inactive). (2) The drug is o1c2c(c3CCCc3c1=O)ccc(OCc1oc(cc1)C(O)=O)c2C. The result is 0 (inactive). (3) The drug is S(=O)(=O)(N(CC)CC)c1cc2c([nH]cc(c2=O)C(=O)NCCc2ccccc2)cc1. The result is 0 (inactive). (4) The molecule is S(Cc1c(cccc1)C#N)c1nc(N)cc(n1)N. The result is 0 (inactive). (5) The drug is O=C(NCCCC(O)=O)C1(CCN(CC1)C(=O)CCc1c(c2c(oc1=O)c(c1occ(c1c2)C)C)C)c1ccccc1. The result is 0 (inactive). (6) The compound is S1(=O)(=O)N=C(Oc2ccccc2)c2c1cccc2. The result is 0 (inactive).